This data is from Catalyst prediction with 721,799 reactions and 888 catalyst types from USPTO. The task is: Predict which catalyst facilitates the given reaction. (1) Reactant: [CH3:1][O:2][C:3]1[CH:8]=[C:7]([C:9]([CH3:14])([CH3:13])[C:10](O)=[O:11])[CH:6]=[CH:5][C:4]=1[C:15]1[CH:20]=[C:19]([CH2:21][O:22][CH3:23])[CH:18]=[CH:17][CH:16]=1.C1C=CC2N(O)N=NC=2C=1.[CH2:34]([NH2:38])[CH:35]([CH3:37])[CH3:36].C(Cl)CCl. Product: [CH2:34]([NH:38][C:10](=[O:11])[C:9]([C:7]1[CH:6]=[CH:5][C:4]([C:15]2[CH:16]=[CH:17][CH:18]=[C:19]([CH2:21][O:22][CH3:23])[CH:20]=2)=[C:3]([O:2][CH3:1])[CH:8]=1)([CH3:13])[CH3:14])[CH:35]([CH3:37])[CH3:36]. The catalyst class is: 59. (2) Reactant: [F:1][C:2]([F:17])([F:16])[C:3]1[CH:8]=[CH:7][C:6]([C:9]2[CH:14]=[CH:13][CH:12]=[C:11]([NH2:15])[CH:10]=2)=[CH:5][CH:4]=1.ClS([N:22]=[C:23]=[O:24])(=O)=O. Product: [F:1][C:2]([F:16])([F:17])[C:3]1[CH:4]=[CH:5][C:6]([C:9]2[CH:14]=[CH:13][CH:12]=[C:11]([NH:15][C:23]([NH2:22])=[O:24])[CH:10]=2)=[CH:7][CH:8]=1. The catalyst class is: 4.